This data is from Forward reaction prediction with 1.9M reactions from USPTO patents (1976-2016). The task is: Predict the product of the given reaction. Given the reactants Br[C:2]1[N:11]=[C:10]([C:12]([NH:14][CH2:15][C:16]2[CH:21]=[CH:20][C:19]([F:22])=[CH:18][CH:17]=2)=[O:13])[C:9]([OH:23])=[C:8]2[C:3]=1[CH:4]=[CH:5][CH:6]=[N:7]2.[CH3:24][N:25]([CH3:31])[C:26](=[O:30])[CH2:27][NH:28][CH3:29].C(N(CC)C(C)C)(C)C, predict the reaction product. The product is: [CH3:24][N:25]([CH3:31])[C:26](=[O:30])[CH2:27][N:28]([CH3:29])[C:2]1[N:11]=[C:10]([C:12]([NH:14][CH2:15][C:16]2[CH:21]=[CH:20][C:19]([F:22])=[CH:18][CH:17]=2)=[O:13])[C:9]([OH:23])=[C:8]2[C:3]=1[CH:4]=[CH:5][CH:6]=[N:7]2.